The task is: Binary Classification. Given a T-cell receptor sequence (or CDR3 region) and an epitope sequence, predict whether binding occurs between them.. This data is from TCR-epitope binding with 47,182 pairs between 192 epitopes and 23,139 TCRs. (1) The epitope is KLSYGIATV. The TCR CDR3 sequence is CASSLMGGSTETQYF. Result: 1 (the TCR binds to the epitope). (2) The epitope is KTSVDCTMYI. The TCR CDR3 sequence is CASSFGVGLAGVGLDTQYF. Result: 0 (the TCR does not bind to the epitope).